This data is from Full USPTO retrosynthesis dataset with 1.9M reactions from patents (1976-2016). The task is: Predict the reactants needed to synthesize the given product. (1) Given the product [C:15]([C@@:5]1([C:3]([OH:2])=[O:4])[CH2:9][C:8]2[CH:10]=[C:11]([O:14][CH2:33][CH2:32][O:31][C:21]3[CH:22]=[CH:23][C:24]([O:26][C:27]([F:28])([F:29])[F:30])=[CH:25][C:20]=3[Cl:19])[CH:12]=[CH:13][C:7]=2[O:6]1)([CH3:18])([CH3:17])[CH3:16], predict the reactants needed to synthesize it. The reactants are: C[O:2][C:3]([C:5]1([C:15]([CH3:18])([CH3:17])[CH3:16])[CH2:9][C:8]2[CH:10]=[C:11]([OH:14])[CH:12]=[CH:13][C:7]=2[O:6]1)=[O:4].[Cl:19][C:20]1[CH:25]=[C:24]([O:26][C:27]([F:30])([F:29])[F:28])[CH:23]=[CH:22][C:21]=1[O:31][CH2:32][CH2:33]I. (2) Given the product [CH:37]1([CH2:40][N:41]([CH2:42][CH2:43][CH3:44])[C:2]2[N:7]=[CH:6][N:5]=[C:4]([C:8]([NH:10][C:11]3[CH:16]=[CH:15][C:14]([S:17]([NH:20][CH2:21][CH2:22][CH2:23][C:24]([O:26][CH2:27][CH3:28])=[O:25])(=[O:19])=[O:18])=[CH:13][C:12]=3[CH3:29])=[O:9])[CH:3]=2)[CH2:39][CH2:38]1, predict the reactants needed to synthesize it. The reactants are: Cl[C:2]1[N:7]=[CH:6][N:5]=[C:4]([C:8]([NH:10][C:11]2[CH:16]=[CH:15][C:14]([S:17]([NH:20][CH2:21][CH2:22][CH2:23][C:24]([O:26][CH2:27][CH3:28])=[O:25])(=[O:19])=[O:18])=[CH:13][C:12]=2[CH3:29])=[O:9])[CH:3]=1.C(NC(C)C)(C)C.[CH:37]1([CH2:40][NH:41][CH2:42][CH2:43][CH3:44])[CH2:39][CH2:38]1. (3) Given the product [O:4]1[CH2:5][CH2:6][N:1]([CH2:8][CH2:9][CH2:10][Cl:11])[CH2:2][CH2:3]1, predict the reactants needed to synthesize it. The reactants are: [NH:1]1[CH2:6][CH2:5][O:4][CH2:3][CH2:2]1.Br[CH2:8][CH2:9][CH2:10][Cl:11]. (4) The reactants are: [NH2:1][C:2]1[C:11]2[N:12]=[C:13]([CH2:35][CH2:36][CH2:37][CH3:38])[N:14]([CH2:15][CH2:16][CH2:17][N:18]([CH2:23][C:24]3[CH:25]=[C:26]([CH2:30][C:31]([O:33][CH3:34])=[O:32])[CH:27]=[CH:28][CH:29]=3)[CH2:19][CH2:20][CH2:21]Cl)[C:10]=2[C:9]2[CH:8]=[CH:7][CH:6]=[CH:5][C:4]=2[N:3]=1.[NH:39]1[CH2:44][CH2:43][O:42][CH2:41][CH2:40]1. Given the product [NH2:1][C:2]1[C:11]2[N:12]=[C:13]([CH2:35][CH2:36][CH2:37][CH3:38])[N:14]([CH2:15][CH2:16][CH2:17][N:18]([CH2:23][C:24]3[CH:25]=[C:26]([CH2:30][C:31]([O:33][CH3:34])=[O:32])[CH:27]=[CH:28][CH:29]=3)[CH2:19][CH2:20][CH2:21][N:39]3[CH2:44][CH2:43][O:42][CH2:41][CH2:40]3)[C:10]=2[C:9]2[CH:8]=[CH:7][CH:6]=[CH:5][C:4]=2[N:3]=1, predict the reactants needed to synthesize it. (5) Given the product [O:21]1[CH:25]=[CH:24][CH:23]=[C:22]1/[CH:26]=[CH:27]/[C:28]([NH:30][C:31]([NH:1][C:2]1[CH:7]=[CH:6][C:5]([C:8]2[C:9](=[O:18])[O:10][C:11]3[C:16]([CH:17]=2)=[CH:15][CH:14]=[CH:13][CH:12]=3)=[C:4]([O:19][CH3:20])[CH:3]=1)=[S:32])=[O:29], predict the reactants needed to synthesize it. The reactants are: [NH2:1][C:2]1[CH:7]=[CH:6][C:5]([C:8]2[C:9](=[O:18])[O:10][C:11]3[C:16]([CH:17]=2)=[CH:15][CH:14]=[CH:13][CH:12]=3)=[C:4]([O:19][CH3:20])[CH:3]=1.[O:21]1[CH:25]=[CH:24][CH:23]=[C:22]1/[CH:26]=[CH:27]/[C:28]([N:30]=[C:31]=[S:32])=[O:29]. (6) Given the product [Cl:1][C:2]1[N:3]([CH2:10][C@:11]([OH:12])([CH3:14])[CH2:13][N:15]2[CH2:16][CH2:17][CH:18]([NH:21][C:22](=[O:28])[O:23][C:24]([CH3:26])([CH3:25])[CH3:27])[CH2:19][CH2:20]2)[CH:4]=[C:5]([N+:7]([O-:9])=[O:8])[N:6]=1, predict the reactants needed to synthesize it. The reactants are: [Cl:1][C:2]1[N:3]([CH2:10][C@:11]2([CH3:14])[CH2:13][O:12]2)[CH:4]=[C:5]([N+:7]([O-:9])=[O:8])[N:6]=1.[NH:15]1[CH2:20][CH2:19][CH:18]([NH:21][C:22](=[O:28])[O:23][C:24]([CH3:27])([CH3:26])[CH3:25])[CH2:17][CH2:16]1. (7) Given the product [CH2:11]1[C:12]2[C:7](=[CH:6][CH:5]=[C:4]([NH2:1])[CH:13]=2)[CH2:8][CH2:9][NH:10]1, predict the reactants needed to synthesize it. The reactants are: [N+:1]([C:4]1[CH:13]=[C:12]2[C:7]([CH2:8][CH2:9][NH:10][CH2:11]2)=[CH:6][CH:5]=1)([O-])=O.